From a dataset of Reaction yield outcomes from USPTO patents with 853,638 reactions. Predict the reaction yield, written as a fraction of the theoretical maximum amount of product (1.0 means a 100% yield; for example, 0.34 means a 34% yield). (1) The reactants are C(N(CC)CC)C.[N:8]1([C:15]2[N:23]3[C@@H:24]([C:27]4[CH:32]=[CH:31][CH:30]=[CH:29][N:28]=4)[CH2:25][O:26][C:21]4=[C:22]3[C:17](=[CH:18][CH:19]=[C:20]4[C:33]3[C:34]([CH3:39])=[N:35][O:36][C:37]=3[CH3:38])[N:16]=2)[CH2:14][CH2:13][CH2:12][NH:11][CH2:10][CH2:9]1.[CH3:40][S:41](Cl)(=[O:43])=[O:42]. The catalyst is C(Cl)Cl.CO. The product is [CH3:39][C:34]1[C:33]([C:20]2[C:21]3[O:26][CH2:25][C@H:24]([C:27]4[CH:32]=[CH:31][CH:30]=[CH:29][N:28]=4)[N:23]4[C:15]([N:8]5[CH2:14][CH2:13][CH2:12][N:11]([S:41]([CH3:40])(=[O:43])=[O:42])[CH2:10][CH2:9]5)=[N:16][C:17]([C:22]=34)=[CH:18][CH:19]=2)=[C:37]([CH3:38])[O:36][N:35]=1. The yield is 0.640. (2) The reactants are [S:1]1[CH2:5][CH:4]([C:6]([OH:8])=[O:7])[NH:3][CH:2]1[C:9]([OH:11])=O.N[C@H:13](C(O)=O)CS.C(O)(=O)C=O.S(Cl)([Cl:26])=O.[CH3:28][OH:29]. No catalyst specified. The product is [ClH:26].[CH3:28][O:29][C:9]([CH:2]1[NH:3][CH:4]([C:6]([O:8][CH3:13])=[O:7])[CH2:5][S:1]1)=[O:11]. The yield is 0.940.